From a dataset of Reaction yield outcomes from USPTO patents with 853,638 reactions. Predict the reaction yield, written as a fraction of the theoretical maximum amount of product (1.0 means a 100% yield; for example, 0.34 means a 34% yield). (1) The reactants are [Br:1][C:2]1[C:11]2[C:6](=[CH:7][CH:8]=[CH:9][CH:10]=2)[CH:5]=[CH:4][C:3]=1[C:12]([OH:14])=O.Cl.[CH3:16][NH:17][O:18][CH3:19].F[P-](F)(F)(F)(F)F.N1(O[P+](N(C)C)(N(C)C)N(C)C)C2C=CC=CC=2N=N1.C(N(CC)C(C)C)(C)C. The catalyst is CN(C)C=O. The product is [Br:1][C:2]1[C:11]2[C:6](=[CH:7][CH:8]=[CH:9][CH:10]=2)[CH:5]=[CH:4][C:3]=1[C:12]([N:17]([O:18][CH3:19])[CH3:16])=[O:14]. The yield is 0.880. (2) The reactants are [OH:1][C:2]1[CH:29]=[CH:28][CH:27]=[CH:26][C:3]=1[CH2:4][NH:5][C:6]([NH:8][C:9]1[N:13]([C:14]2[CH:19]=[CH:18][C:17]([CH3:20])=[CH:16][CH:15]=2)[N:12]=[C:11]([CH2:21][C:22]([CH3:25])([CH3:24])[CH3:23])[CH:10]=1)=[O:7].[Cl:30][C:31]1[N:36]=[C:35](Cl)[CH:34]=[CH:33][N:32]=1.[OH-].[Na+]. The catalyst is CC(C)=O. The product is [Cl:30][C:31]1[N:36]=[C:35]([O:1][C:2]2[CH:29]=[CH:28][CH:27]=[CH:26][C:3]=2[CH2:4][NH:5][C:6]([NH:8][C:9]2[N:13]([C:14]3[CH:19]=[CH:18][C:17]([CH3:20])=[CH:16][CH:15]=3)[N:12]=[C:11]([CH2:21][C:22]([CH3:23])([CH3:24])[CH3:25])[CH:10]=2)=[O:7])[CH:34]=[CH:33][N:32]=1. The yield is 0.760.